Dataset: NCI-60 drug combinations with 297,098 pairs across 59 cell lines. Task: Regression. Given two drug SMILES strings and cell line genomic features, predict the synergy score measuring deviation from expected non-interaction effect. Drug 1: CC1C(C(=O)NC(C(=O)N2CCCC2C(=O)N(CC(=O)N(C(C(=O)O1)C(C)C)C)C)C(C)C)NC(=O)C3=C4C(=C(C=C3)C)OC5=C(C(=O)C(=C(C5=N4)C(=O)NC6C(OC(=O)C(N(C(=O)CN(C(=O)C7CCCN7C(=O)C(NC6=O)C(C)C)C)C)C(C)C)C)N)C. Drug 2: CC12CCC3C(C1CCC2OP(=O)(O)O)CCC4=C3C=CC(=C4)OC(=O)N(CCCl)CCCl.[Na+]. Cell line: NCI-H226. Synergy scores: CSS=66.5, Synergy_ZIP=16.7, Synergy_Bliss=20.2, Synergy_Loewe=12.0, Synergy_HSA=18.6.